Dataset: Forward reaction prediction with 1.9M reactions from USPTO patents (1976-2016). Task: Predict the product of the given reaction. Given the reactants O1[C:5]2([CH2:10][CH2:9][N:8]([C:11]3[CH:21]=[CH:20][C:14]([C:15]([O:17][CH2:18][CH3:19])=[O:16])=[CH:13][CH:12]=3)[CH2:7][CH2:6]2)[O:4]CC1, predict the reaction product. The product is: [O:4]=[C:5]1[CH2:6][CH2:7][N:8]([C:11]2[CH:21]=[CH:20][C:14]([C:15]([O:17][CH2:18][CH3:19])=[O:16])=[CH:13][CH:12]=2)[CH2:9][CH2:10]1.